Dataset: Forward reaction prediction with 1.9M reactions from USPTO patents (1976-2016). Task: Predict the product of the given reaction. (1) Given the reactants [C:1]1(O)[C:10]2[C:5](=[CH:6][CH:7]=[CH:8][CH:9]=2)[CH:4]=[CH:3][CH:2]=1.C1C2C(=CC=CC=2)C=CC=1O.C1(=O)C2C(=CC=CC=2)C(=O)C=C1.C1(O)C2C(=CC=CC=2)C(O)=CC=1, predict the reaction product. The product is: [CH:9]1[C:10]2[C:5](=[CH:4][CH:3]=[CH:2][CH:1]=2)[CH:6]=[CH:7][CH:8]=1. (2) Given the reactants [CH3:1][C:2]1[N:11]([CH:12]2[CH2:17][CH2:16][C:15](=[O:18])[NH:14][C:13]2=[O:19])[C:10](=[O:20])[C:9]2[C:4](=[CH:5][CH:6]=[CH:7][C:8]=2[N+:21]([O-])=O)[N:3]=1, predict the reaction product. The product is: [NH2:21][C:8]1[CH:7]=[CH:6][CH:5]=[C:4]2[C:9]=1[C:10](=[O:20])[N:11]([CH:12]1[CH2:17][CH2:16][C:15](=[O:18])[NH:14][C:13]1=[O:19])[C:2]([CH3:1])=[N:3]2. (3) Given the reactants [F:1][C:2]1([F:36])[C:4]2([CH2:8][C@@H:7]([C:9](=[O:28])[NH:10][CH2:11][C:12]3[CH:17]=[C:16]([C:18]4[CH:19]=[N:20][C:21]([C:24]([F:27])([F:26])[F:25])=[CH:22][CH:23]=4)[N:15]=[CH:14][N:13]=3)[N:6](C(OC(C)(C)C)=O)[CH2:5]2)[CH2:3]1.Cl, predict the reaction product. The product is: [F:36][C:2]1([F:1])[C:4]2([CH2:8][C@@H:7]([C:9]([NH:10][CH2:11][C:12]3[CH:17]=[C:16]([C:18]4[CH:19]=[N:20][C:21]([C:24]([F:26])([F:27])[F:25])=[CH:22][CH:23]=4)[N:15]=[CH:14][N:13]=3)=[O:28])[NH:6][CH2:5]2)[CH2:3]1. (4) Given the reactants [NH2:1][C:2]1[CH:7]=[CH:6][CH:5]=[CH:4][C:3]=1[NH:8][C:9](=[O:19])/[CH:10]=[CH:11]/[C:12]1[CH:17]=[CH:16][CH:15]=[CH:14][C:13]=1I.[NH2:20][CH2:21][C:22]1[CH:37]=[CH:36][C:25]([C:26]([NH:28][C:29]2[CH:34]=[CH:33][CH:32]=[CH:31][C:30]=2[NH2:35])=[O:27])=[CH:24][CH:23]=1.C([O-])([O-])=O.[K+].[K+].[CH2:44]=[C:45]=[CH2:46], predict the reaction product. The product is: [NH2:35][C:30]1[CH:31]=[CH:32][CH:33]=[CH:34][C:29]=1[NH:28][C:26](=[O:27])[C:25]1[CH:24]=[CH:23][C:22]([CH2:21][N:20]2[CH2:46][C:45](=[CH2:44])[C:13]3[C:12](=[CH:17][CH:16]=[CH:15][CH:14]=3)[CH:11]2[CH2:10][C:9]([NH:8][C:3]2[CH:4]=[CH:5][CH:6]=[CH:7][C:2]=2[NH2:1])=[O:19])=[CH:37][CH:36]=1. (5) Given the reactants Br[C:2]1[C:3]([F:17])=[C:4]2[O:8][C:7]([CH:9]3[CH2:11][CH2:10]3)=[N:6][C:5]2=[C:12]([C:15]#[N:16])[C:13]=1[CH3:14].C([Sn](CCCC)(CCCC)[C:23]1[N:24]([CH3:28])[CH:25]=[CH:26][CH:27]=1)CCC, predict the reaction product. The product is: [CH:9]1([C:7]2[O:8][C:4]3[C:5](=[C:12]([C:15]#[N:16])[C:13]([CH3:14])=[C:2]([C:23]4[N:24]([CH3:28])[CH:25]=[CH:26][CH:27]=4)[C:3]=3[F:17])[N:6]=2)[CH2:11][CH2:10]1. (6) Given the reactants [C:1]([N:8]1[CH:12]=[CH:11]N=C1)([N:3]1[CH:7]=[CH:6]N=C1)=[O:2].[C:13]([C:17]1[CH:18]=[C:19](C=C[CH:23]=1)N)([CH3:16])([CH3:15])[CH3:14].NC1C=[CH:41][C:28]([O:29][C:30]2[CH:35]=[CH:34][N:33]=[C:32]([NH:36][CH2:37][CH2:38][CH2:39][OH:40])[N:31]=2)=[CH:27][CH:26]=1, predict the reaction product. The product is: [C:13]([C:17]1[CH:23]=[C:12]([NH:8][C:1]([NH:3][C:7]2[CH:6]=[CH:41][C:28]([O:29][C:30]3[CH:35]=[CH:34][N:33]=[C:32]([NH:36][CH2:37][CH2:38][CH2:39][OH:40])[N:31]=3)=[CH:27][CH:26]=2)=[O:2])[CH:11]=[CH:19][CH:18]=1)([CH3:14])([CH3:15])[CH3:16]. (7) The product is: [CH2:20]([NH:24][C:17](=[O:19])/[CH:16]=[CH:15]/[C:10]1[CH:11]=[CH:12][CH:13]=[CH:14][C:9]=1[S:8][C:5]1[CH:4]=[CH:3][C:2]([Cl:1])=[CH:7][CH:6]=1)[CH2:21][CH2:22][CH3:23]. Given the reactants [Cl:1][C:2]1[CH:7]=[CH:6][C:5]([S:8][C:9]2[CH:14]=[CH:13][CH:12]=[CH:11][C:10]=2[CH:15]=[CH:16][C:17]([OH:19])=O)=[CH:4][CH:3]=1.[CH2:20]([NH2:24])[CH2:21][CH2:22][CH3:23], predict the reaction product. (8) Given the reactants [CH3:1][C:2]1[C:6]([CH2:7][N:8]2[CH:12]=[C:11]([N:13]3[C:17](=[O:18])[CH2:16][NH:15][C:14]3=[O:19])[CH:10]=[N:9]2)=[C:5]([CH3:20])[O:4][N:3]=1.Br[CH2:22][CH2:23][CH2:24][C:25]1[CH:30]=[CH:29][CH:28]=[CH:27][CH:26]=1, predict the reaction product. The product is: [CH3:1][C:2]1[C:6]([CH2:7][N:8]2[CH:12]=[C:11]([N:13]3[C:17](=[O:18])[CH2:16][N:15]([CH2:22][CH2:23][CH2:24][C:25]4[CH:30]=[CH:29][CH:28]=[CH:27][CH:26]=4)[C:14]3=[O:19])[CH:10]=[N:9]2)=[C:5]([CH3:20])[O:4][N:3]=1. (9) Given the reactants O=[C:2]1[CH2:7][CH2:6][CH2:5][CH2:4][CH:3]1[C:8]([O:10]CC)=O.C[O-].[Na+].[NH2:16][C:17]([NH2:19])=[O:18], predict the reaction product. The product is: [NH:16]1[C:2]2[CH2:7][CH2:6][CH2:5][CH2:4][C:3]=2[C:8](=[O:10])[NH:19][C:17]1=[O:18]. (10) Given the reactants [CH2:1]([N:5]([CH3:22])[C:6]1[CH:11]=[CH:10][C:9]([C:12]2[S:16][C:15]([C:17]([OH:19])=[O:18])=[CH:14][CH:13]=2)=[CH:8][C:7]=1[C:20]#[N:21])[CH2:2][CH2:3][CH3:4].[OH-].[Na+:24], predict the reaction product. The product is: [CH2:1]([N:5]([CH3:22])[C:6]1[CH:11]=[CH:10][C:9]([C:12]2[S:16][C:15]([C:17]([O-:19])=[O:18])=[CH:14][CH:13]=2)=[CH:8][C:7]=1[C:20]#[N:21])[CH2:2][CH2:3][CH3:4].[Na+:24].